From a dataset of Reaction yield outcomes from USPTO patents with 853,638 reactions. Predict the reaction yield, written as a fraction of the theoretical maximum amount of product (1.0 means a 100% yield; for example, 0.34 means a 34% yield). The product is [CH:43]1([NH:46][C:34](=[O:35])[O:23][CH2:22][CH2:21][N:19]2[CH:20]=[C:16]([C:14]3[S:15][C:8]4[C:9](=[N:10][CH:11]=[CH:12][C:7]=4[O:6][C:5]4[CH:24]=[CH:25][C:2]([NH:1][C:32]([NH:27][CH:28]5[CH2:29][CH2:30]5)=[O:51])=[CH:3][C:4]=4[F:26])[CH:13]=3)[CH:17]=[N:18]2)[CH2:45][CH2:44]1. The reactants are [NH2:1][C:2]1[CH:25]=[CH:24][C:5]([O:6][C:7]2[CH:12]=[CH:11][N:10]=[C:9]3[CH:13]=[C:14]([C:16]4[CH:17]=[N:18][N:19]([CH2:21][CH2:22][OH:23])[CH:20]=4)[S:15][C:8]=23)=[C:4]([F:26])[CH:3]=1.[N:27]1[CH:32]=C[CH:30]=[CH:29][CH:28]=1.Cl[C:34](OC1C=CC=CC=1)=[O:35].[CH:43]1([NH2:46])[CH2:45][CH2:44]1.CN(C=[O:51])C. No catalyst specified. The yield is 0.230.